This data is from Forward reaction prediction with 1.9M reactions from USPTO patents (1976-2016). The task is: Predict the product of the given reaction. (1) Given the reactants S(O)(O)(=O)=O.[CH3:6][S:7][C:8](=[NH:10])[NH2:9].C(=O)([O-])[O-].[Na+].[Na+].[C:17](OCC)(=[O:22])[CH2:18][C:19]([CH3:21])=O, predict the reaction product. The product is: [CH3:21][C:19]1[N:9]=[C:8]([S:7][CH3:6])[NH:10][C:17](=[O:22])[CH:18]=1. (2) Given the reactants N#N.[CH3:3][O:4][C:5]1[CH:10]=[CH:9][C:8]([CH2:11][CH:12]([NH:22]C(=O)OCC2C=CC=CC=2)[C:13]2[NH:14][C:15]3[C:20]([N:21]=2)=[CH:19][N:18]=[CH:17][N:16]=3)=[CH:7][CH:6]=1, predict the reaction product. The product is: [CH3:3][O:4][C:5]1[CH:10]=[CH:9][C:8]([CH2:11][CH:12]([C:13]2[NH:14][C:15]3[C:20]([N:21]=2)=[CH:19][N:18]=[CH:17][N:16]=3)[NH2:22])=[CH:7][CH:6]=1. (3) Given the reactants Br[C:2]1[CH:9]=[CH:8][C:5]([CH:6]=[O:7])=[CH:4][CH:3]=1.[C:10]([C:12]1[CH:17]=[CH:16][C:15]([CH2:18][CH2:19][CH2:20][CH2:21][CH2:22][CH3:23])=[CH:14][CH:13]=1)#[CH:11].CCN(CC)CC, predict the reaction product. The product is: [CH2:18]([C:15]1[CH:14]=[CH:13][C:12]([C:10]#[C:11][C:2]2[CH:9]=[CH:8][C:5]([CH:6]=[O:7])=[CH:4][CH:3]=2)=[CH:17][CH:16]=1)[CH2:19][CH2:20][CH2:21][CH2:22][CH3:23]. (4) Given the reactants C[O:2][C:3]([C:5]1[N:6]=[C:7]([C:36]([F:39])([F:38])[F:37])[N:8]2[CH2:13][CH2:12][N:11]([C:14](=[O:35])[CH2:15][C@H:16]([NH:27][C:28]([O:30][C:31]([CH3:34])([CH3:33])[CH3:32])=[O:29])[CH2:17][C:18]3[CH:23]=[C:22]([F:24])[C:21]([F:25])=[CH:20][C:19]=3[F:26])[CH2:10][C:9]=12)=[O:4].[OH-].[Na+].Cl, predict the reaction product. The product is: [C:31]([O:30][C:28]([NH:27][C@H:16]([CH2:17][C:18]1[CH:23]=[C:22]([F:24])[C:21]([F:25])=[CH:20][C:19]=1[F:26])[CH2:15][C:14]([N:11]1[CH2:12][CH2:13][N:8]2[C:7]([C:36]([F:38])([F:39])[F:37])=[N:6][C:5]([C:3]([OH:4])=[O:2])=[C:9]2[CH2:10]1)=[O:35])=[O:29])([CH3:34])([CH3:32])[CH3:33]. (5) Given the reactants Cl[C:2]1[N:11]=[C:10]([NH:12][CH2:13][C:14]2[CH:19]=[CH:18][C:17]([NH:20][C:21](=[O:29])[C:22]3[CH:27]=[CH:26][C:25]([F:28])=[CH:24][CH:23]=3)=[CH:16][CH:15]=2)[C:9]2[C:4](=[CH:5][C:6]([CH3:30])=[CH:7][CH:8]=2)[N:3]=1.[CH2:31]([N:33]1[CH2:38][CH2:37][NH:36][CH2:35][CH2:34]1)[CH3:32], predict the reaction product. The product is: [CH2:31]([N:33]1[CH2:38][CH2:37][N:36]([C:2]2[N:11]=[C:10]([NH:12][CH2:13][C:14]3[CH:19]=[CH:18][C:17]([NH:20][C:21](=[O:29])[C:22]4[CH:23]=[CH:24][C:25]([F:28])=[CH:26][CH:27]=4)=[CH:16][CH:15]=3)[C:9]3[C:4](=[CH:5][C:6]([CH3:30])=[CH:7][CH:8]=3)[N:3]=2)[CH2:35][CH2:34]1)[CH3:32]. (6) Given the reactants [F:1][C:2]1([F:31])[CH2:7][CH2:6][CH:5]([NH:8][C:9]2[C:14]3[C:15]([Sn](C)(C)C)=[N:16][N:17](CC4C=CC(OC)=CC=4)[C:13]=3[CH:12]=[CH:11][N:10]=2)[CH2:4][CH2:3]1.Cl[C:33]1[CH:38]=[C:37](Cl)[N:36]=[CH:35][N:34]=1.[Li+].[Cl-], predict the reaction product. The product is: [F:31][C:2]1([F:1])[CH2:3][CH2:4][CH:5]([NH:8][C:9]2[C:14]3[C:15]([C:33]4[CH:38]=[CH:37][N:36]=[CH:35][N:34]=4)=[N:16][NH:17][C:13]=3[CH:12]=[CH:11][N:10]=2)[CH2:6][CH2:7]1. (7) The product is: [Br:6][C:7]1[CH:14]=[CH:13][C:10]([CH:11]([OH:12])[CH:1]([CH3:3])[CH3:2])=[CH:9][CH:8]=1. Given the reactants [CH:1]([Mg]Cl)([CH3:3])[CH3:2].[Br:6][C:7]1[CH:14]=[CH:13][C:10]([CH:11]=[O:12])=[CH:9][CH:8]=1, predict the reaction product. (8) Given the reactants [Cl:1][C:2]1[CH:7]=[C:6]([Cl:8])[CH:5]=[CH:4][C:3]=1[C:9]1[C:31](=[O:32])[N:30]([CH3:33])[C:12]2[NH:13][C:14]3[C:19]([C:11]=2[CH:10]=1)=[CH:18][C:17]([C:20](=[O:29])[CH2:21][NH:22][C:23](=O)[CH2:24][O:25][CH2:26][CH3:27])=[CH:16][CH:15]=3.O, predict the reaction product. The product is: [Cl:1][C:2]1[CH:7]=[C:6]([Cl:8])[CH:5]=[CH:4][C:3]=1[C:9]1[C:31](=[O:32])[N:30]([CH3:33])[C:12]2[NH:13][C:14]3[C:19]([C:11]=2[CH:10]=1)=[CH:18][C:17]([C:20]1[O:29][C:23]([CH2:24][O:25][CH2:26][CH3:27])=[N:22][CH:21]=1)=[CH:16][CH:15]=3. (9) Given the reactants [Cl:1][C:2]1[C:16]([Cl:17])=[CH:15][C:5]2[NH:6][C:7]([C:9](=[O:14])[C:10]([F:13])([F:12])[F:11])=[N:8][C:4]=2[CH:3]=1.[CH:18]([Mg]Br)=[CH2:19], predict the reaction product. The product is: [Cl:17][C:16]1[C:2]([Cl:1])=[CH:3][C:4]2[NH:8][C:7]([C:9]([OH:14])([CH:18]=[CH2:19])[C:10]([F:13])([F:11])[F:12])=[N:6][C:5]=2[CH:15]=1.